This data is from NCI-60 drug combinations with 297,098 pairs across 59 cell lines. The task is: Regression. Given two drug SMILES strings and cell line genomic features, predict the synergy score measuring deviation from expected non-interaction effect. Drug 1: C1CN(CCN1C(=O)CCBr)C(=O)CCBr. Drug 2: B(C(CC(C)C)NC(=O)C(CC1=CC=CC=C1)NC(=O)C2=NC=CN=C2)(O)O. Cell line: HS 578T. Synergy scores: CSS=33.8, Synergy_ZIP=-5.20, Synergy_Bliss=-4.47, Synergy_Loewe=-13.2, Synergy_HSA=-2.25.